This data is from Full USPTO retrosynthesis dataset with 1.9M reactions from patents (1976-2016). The task is: Predict the reactants needed to synthesize the given product. (1) Given the product [F:31][C:28]1[CH:29]=[CH:30][C:25]([CH2:24][NH:7][C:8]2[S:9][C:10]([C:13]([C:15]3[C:23]4[C:18](=[N:19][CH:20]=[CH:21][CH:22]=4)[NH:17][CH:16]=3)=[O:14])=[CH:11][N:12]=2)=[CH:26][CH:27]=1, predict the reactants needed to synthesize it. The reactants are: C(OC(=O)[N:7]([CH2:24][C:25]1[CH:30]=[CH:29][C:28]([F:31])=[CH:27][CH:26]=1)[C:8]1[S:9][C:10]([C:13]([C:15]2[C:23]3[C:18](=[N:19][CH:20]=[CH:21][CH:22]=3)[NH:17][CH:16]=2)=[O:14])=[CH:11][N:12]=1)(C)(C)C.Cl.C(=O)(O)[O-].[Na+]. (2) Given the product [ClH:32].[ClH:32].[CH3:1][O:2][C:3]1[CH:11]=[C:10]2[C:6]([C:7]([CH3:16])([C:12]([F:13])([F:14])[F:15])[O:8][CH2:9]2)=[CH:5][C:4]=1[CH:17]([NH:19][C@H:20]1[CH2:25][CH2:24][CH2:23][NH:22][C@H:21]1[C:26]1[CH:31]=[CH:30][CH:29]=[CH:28][CH:27]=1)[CH3:18], predict the reactants needed to synthesize it. The reactants are: [CH3:1][O:2][C:3]1[CH:11]=[C:10]2[C:6]([C:7]([CH3:16])([C:12]([F:15])([F:14])[F:13])[O:8][CH2:9]2)=[CH:5][C:4]=1[CH:17]([NH:19][C@H:20]1[CH2:25][CH2:24][CH2:23][NH:22][C@H:21]1[C:26]1[CH:31]=[CH:30][CH:29]=[CH:28][CH:27]=1)[CH3:18].[ClH:32]. (3) Given the product [Br:1][C:2]1[CH:3]=[C:4]2[C:9](=[CH:10][CH:11]=1)[N:8]=[CH:7][C:6]([C:12](=[O:17])[CH2:13][CH:14]([CH3:16])[CH3:15])=[C:5]2[NH:19][C@H:20]1[CH2:25][CH2:24][C@H:23]([NH:26][C:27](=[O:33])[O:28][C:29]([CH3:31])([CH3:30])[CH3:32])[CH2:22][CH2:21]1, predict the reactants needed to synthesize it. The reactants are: [Br:1][C:2]1[CH:3]=[C:4]2[C:9](=[CH:10][CH:11]=1)[N:8]=[CH:7][C:6]([C:12](=[O:17])[CH2:13][CH:14]([CH3:16])[CH3:15])=[C:5]2Cl.[NH2:19][C@H:20]1[CH2:25][CH2:24][C@H:23]([NH:26][C:27](=[O:33])[O:28][C:29]([CH3:32])([CH3:31])[CH3:30])[CH2:22][CH2:21]1. (4) Given the product [CH3:21][C:17]1[C:15]2[N:16]=[C:12]([CH2:8][CH2:9][C:10]#[C:11][C:2]3[CH:7]=[CH:6][CH:5]=[CH:4][N:3]=3)[S:13][C:14]=2[CH:20]=[CH:19][CH:18]=1, predict the reactants needed to synthesize it. The reactants are: Br[C:2]1[CH:7]=[CH:6][CH:5]=[CH:4][N:3]=1.[CH2:8]([C:12]1[S:13][C:14]2[CH:20]=[CH:19][CH:18]=[C:17]([CH3:21])[C:15]=2[N:16]=1)[CH2:9][C:10]#[CH:11]. (5) Given the product [Br:25][CH2:52][C:49]1[CH:50]=[CH:51][C:46]([C:44](=[O:45])[CH2:43][N:40]2[CH:41]=[CH:42][C:37]([O:36][CH2:35][C:32]3[CH:31]=[CH:30][C:29]([Cl:28])=[CH:34][N:33]=3)=[CH:38][C:39]2=[O:55])=[C:47]([CH3:54])[CH:48]=1, predict the reactants needed to synthesize it. The reactants are: C(OC1C=CN(CC(C2C=CC(C[Br:25])=CC=2C)=O)C(=O)C=1)C1C=CC=CC=1.[Cl:28][C:29]1[CH:30]=[CH:31][C:32]([CH2:35][O:36][C:37]2[CH:42]=[CH:41][N:40]([CH2:43][C:44]([C:46]3[CH:51]=[CH:50][C:49]([CH2:52]O)=[CH:48][C:47]=3[CH3:54])=[O:45])[C:39](=[O:55])[CH:38]=2)=[N:33][CH:34]=1. (6) Given the product [CH:18]1[CH:19]=[CH:20][C:21]([C:8]([OH:17])([CH:2]2[CH:1]3[CH:6]=[CH:5][CH:4]([CH2:7]3)[CH2:3]2)[CH2:9][CH2:10][N:11]2[CH2:12][CH2:13][CH2:14][CH2:15][CH2:16]2)=[CH:22][CH:23]=1, predict the reactants needed to synthesize it. The reactants are: [CH:1]12[CH2:7][CH:4]([CH:5]=[CH:6]1)[CH2:3][CH:2]2[C:8](=[O:17])[CH2:9][CH2:10][N:11]1[CH2:16][CH2:15][CH2:14][CH2:13][CH2:12]1.[C:18]1([Mg])[CH:23]=[CH:22][CH:21]=[CH:20][CH:19]=1. (7) Given the product [C:19]([NH:18][C:16]1[S:15][C:13]2[N:14]=[C:9]([N:8]([CH:22]3[CH2:24][CH2:23]3)[C:4]3[CH:3]=[C:2]([NH:1][C:28](=[O:29])[C:27]4[CH:31]=[CH:32][CH:33]=[C:34]([C:35]([C:38]#[N:39])([CH3:37])[CH3:36])[C:26]=4[Cl:25])[CH:7]=[CH:6][CH:5]=3)[N:10]=[CH:11][C:12]=2[N:17]=1)(=[O:21])[CH3:20], predict the reactants needed to synthesize it. The reactants are: [NH2:1][C:2]1[CH:3]=[C:4]([N:8]([CH:22]2[CH2:24][CH2:23]2)[C:9]2[N:10]=[CH:11][C:12]3[N:17]=[C:16]([NH:18][C:19](=[O:21])[CH3:20])[S:15][C:13]=3[N:14]=2)[CH:5]=[CH:6][CH:7]=1.[Cl:25][C:26]1[C:34]([C:35]([C:38]#[N:39])([CH3:37])[CH3:36])=[CH:33][CH:32]=[CH:31][C:27]=1[C:28](O)=[O:29].F[P-](F)(F)(F)(F)F.N1(OC(N(C)C)=[N+](C)C)C2N=CC=CC=2N=N1.C(=O)([O-])O.[Na+]. (8) The reactants are: [C:1]([C:3]1[CH:4]=[N:5][C:6]2[C:11]([C:12]=1[NH:13][C:14]1[C:22]3[O:21][CH:20]=[CH:19][C:18]=3[C:17](I)=[CH:16][CH:15]=1)=[CH:10][C:9]([O:24][CH3:25])=[C:8]([O:26][CH3:27])[CH:7]=2)#[N:2].CN(C)[CH:30]=[O:31]. Given the product [C:1]([C:3]1[CH:4]=[N:5][C:6]2[C:11]([C:12]=1[NH:13][C:14]1[C:22]3[O:21][CH:20]=[CH:19][C:18]=3[C:17]([CH:18]=[CH:19][C:20]([O:31][CH3:30])=[O:21])=[CH:16][CH:15]=1)=[CH:10][C:9]([O:24][CH3:25])=[C:8]([O:26][CH3:27])[CH:7]=2)#[N:2], predict the reactants needed to synthesize it. (9) Given the product [C:48]([O:51][CH:15]1[CH:14]([O:50][C:48](=[O:51])[CH3:49])[O:13][CH:12]([O:11][CH:10]2[CH:9]([O:42][C:40](=[O:39])[CH3:41])[CH:8]([O:39][C:40](=[O:42])[CH3:41])[CH:7]([CH2:7][O:6][C:5](=[O:4])[CH3:10])[O:6][CH:5]2[OH:4])[CH:17]([O:13][C:12](=[O:11])[CH3:17])[CH:16]1[O:22][C:23](=[O:25])[NH2:24])(=[O:50])[CH3:49], predict the reactants needed to synthesize it. The reactants are: C([O:4][CH:5]1[CH:10]([O:11][CH:12]2[CH:17](OC(=O)C)[CH:16]([O:22][C:23](=[O:25])[NH2:24])[CH:15](OC(=O)C)[CH:14](COC(=O)C)[O:13]2)[CH:9](OC(=O)C)[CH:8]([O:39][C:40](=[O:42])[CH3:41])[CH:7](COC(=O)C)[O:6]1)(=O)C.[C:48]([OH:51])(=[O:50])[CH3:49].NN.